Predict the reactants needed to synthesize the given product. From a dataset of Full USPTO retrosynthesis dataset with 1.9M reactions from patents (1976-2016). (1) Given the product [CH3:2][CH:3]1[CH2:8][CH2:7][NH:6][CH2:5][CH:4]1[C:9]([O:11][CH2:12][CH3:13])=[O:10], predict the reactants needed to synthesize it. The reactants are: Cl.[CH3:2][CH:3]1[CH2:8][CH2:7][NH:6][CH2:5][CH:4]1[C:9]([OH:11])=[O:10].[CH2:12](O)[CH3:13]. (2) Given the product [Br:1][C:2]1[CH:10]=[CH:9][CH:8]=[C:7]2[C:3]=1[C:4]([C:14]([OH:16])=[O:15])=[CH:5][N:6]2[CH3:11], predict the reactants needed to synthesize it. The reactants are: [Br:1][C:2]1[CH:10]=[CH:9][CH:8]=[C:7]2[C:3]=1[CH:4]=[CH:5][N:6]2[CH3:11].FC(F)(F)[C:14]([O:16]C(=O)C(F)(F)F)=[O:15]. (3) Given the product [NH2:29][C:24]1[NH:25][C:26](=[O:27])[C:21]2[C:20]([Cl:32])=[C:19]([Cl:33])[N:18]([C@@H:8]3[O:9][C@H:10]([CH2:11][OH:12])[C@@H:6]([OH:5])[CH2:7]3)[C:22]=2[N:23]=1, predict the reactants needed to synthesize it. The reactants are: CC(C)C([O:5][C@@H:6]1[C@@H:10]([CH2:11][O:12]C(=O)C(C)C)[O:9][C@@H:8]([N:18]2[C:22]3[N:23]=[C:24]([NH:29]C=O)[N:25]=[C:26]([O:27]C)[C:21]=3[C:20]([Cl:32])=[C:19]2[Cl:33])[CH2:7]1)=O.CC(O)=O. (4) Given the product [Br:1][C:2]1[CH:11]=[C:10]2[C:5]([CH2:6][CH2:7][N:8]([CH2:14][C:15]3[CH:20]=[CH:19][C:18]([F:21])=[CH:17][CH:16]=3)[C:9]2=[O:12])=[CH:4][CH:3]=1, predict the reactants needed to synthesize it. The reactants are: [Br:1][C:2]1[CH:11]=[C:10]2[C:5]([CH2:6][CH2:7][NH:8][C:9]2=[O:12])=[CH:4][CH:3]=1.Br[CH2:14][C:15]1[CH:20]=[CH:19][C:18]([F:21])=[CH:17][CH:16]=1.CC(C)([O-])C.[K+]. (5) Given the product [C:13]([C:14]1[CH:15]=[C:16]([NH2:17])[N:10]([C:5]2[CH:6]=[CH:7][C:8]([CH3:9])=[C:3]([CH3:2])[CH:4]=2)[N:11]=1)([CH3:20])([CH3:19])[CH3:12], predict the reactants needed to synthesize it. The reactants are: Cl.[CH3:2][C:3]1[CH:4]=[C:5]([NH:10][NH2:11])[CH:6]=[CH:7][C:8]=1[CH3:9].[CH3:12][C:13]([CH3:20])([CH3:19])[C:14](=O)[CH2:15][C:16]#[N:17].